From a dataset of Reaction yield outcomes from USPTO patents with 853,638 reactions. Predict the reaction yield, written as a fraction of the theoretical maximum amount of product (1.0 means a 100% yield; for example, 0.34 means a 34% yield). The reactants are [N:1]1[N:2]2[CH:8]([C:9]([O:11]CC3C=CC=CC=3)=[O:10])[CH2:7][CH2:6][C:3]2=[CH:4][CH:5]=1.[H][H]. The catalyst is [Pd].C(O)C. The product is [N:1]1[N:2]2[CH:8]([C:9]([OH:11])=[O:10])[CH2:7][CH2:6][C:3]2=[CH:4][CH:5]=1. The yield is 1.00.